Dataset: Peptide-MHC class II binding affinity with 134,281 pairs from IEDB. Task: Regression. Given a peptide amino acid sequence and an MHC pseudo amino acid sequence, predict their binding affinity value. This is MHC class II binding data. (1) The peptide sequence is EKDYFAATQFEPLAA. The MHC is HLA-DPA10201-DPB10101 with pseudo-sequence HLA-DPA10201-DPB10101. The binding affinity (normalized) is 0.551. (2) The peptide sequence is PRLLYAKSSPAYPSV. The MHC is HLA-DPA10201-DPB11401 with pseudo-sequence HLA-DPA10201-DPB11401. The binding affinity (normalized) is 0.209. (3) The peptide sequence is KHLAVLVKYEGDTMA. The MHC is HLA-DPA10201-DPB10101 with pseudo-sequence HLA-DPA10201-DPB10101. The binding affinity (normalized) is 0.406.